This data is from Peptide-MHC class I binding affinity with 185,985 pairs from IEDB/IMGT. The task is: Regression. Given a peptide amino acid sequence and an MHC pseudo amino acid sequence, predict their binding affinity value. This is MHC class I binding data. (1) The peptide sequence is VLLPVLFGV. The MHC is HLA-A02:03 with pseudo-sequence HLA-A02:03. The binding affinity (normalized) is 1.00. (2) The peptide sequence is TMRTPLFPW. The MHC is HLA-A69:01 with pseudo-sequence HLA-A69:01. The binding affinity (normalized) is 0.0847. (3) The peptide sequence is HMNKLPLAK. The MHC is HLA-A24:03 with pseudo-sequence HLA-A24:03. The binding affinity (normalized) is 0.0847. (4) The peptide sequence is NYPASLHKF. The MHC is HLA-A68:02 with pseudo-sequence HLA-A68:02. The binding affinity (normalized) is 0.0847. (5) The peptide sequence is APTADVAKI. The MHC is HLA-B07:02 with pseudo-sequence HLA-B07:02. The binding affinity (normalized) is 0.375. (6) The peptide sequence is SEYKAAGYL. The MHC is HLA-B40:01 with pseudo-sequence HLA-B40:01. The binding affinity (normalized) is 0.724.